Task: Predict the product of the given reaction.. Dataset: Forward reaction prediction with 1.9M reactions from USPTO patents (1976-2016) The product is: [NH2:37][C:34]1[CH:35]=[CH:36][C:31]([CH2:30][CH2:29][N:26]2[C:15]3[N:16]=[C:17]([NH:20][CH2:21][C:22]([OH:25])([CH3:24])[CH3:23])[N:18]=[CH:19][C:14]=3[CH:13]=[C:12]([C:3]3[CH:4]=[C:5]([O:10][CH3:11])[CH:6]=[C:7]([O:8][CH3:9])[C:2]=3[Cl:1])[C:27]2=[O:28])=[CH:32][CH:33]=1. Given the reactants [Cl:1][C:2]1[C:7]([O:8][CH3:9])=[CH:6][C:5]([O:10][CH3:11])=[CH:4][C:3]=1[C:12]1[C:27](=[O:28])[N:26]([CH2:29][CH2:30][C:31]2[CH:36]=[CH:35][C:34]([NH:37]C(=O)OC(C)(C)C)=[CH:33][CH:32]=2)[C:15]2[N:16]=[C:17]([NH:20][CH2:21][C:22]([OH:25])([CH3:24])[CH3:23])[N:18]=[CH:19][C:14]=2[CH:13]=1.C(O)(C(F)(F)F)=O, predict the reaction product.